Task: Predict which catalyst facilitates the given reaction.. Dataset: Catalyst prediction with 721,799 reactions and 888 catalyst types from USPTO (1) Reactant: [C:1]1([OH:7])[CH:6]=[CH:5][CH:4]=[CH:3][CH:2]=1.C([O-])([O-])=O.[K+].[K+].Br[CH2:15][CH2:16][CH2:17][CH2:18][CH2:19][CH2:20][CH2:21][CH2:22][CH2:23][CH2:24][CH2:25][CH3:26]. Product: [CH2:26]([O:7][C:1]1[CH:6]=[CH:5][CH:4]=[CH:3][CH:2]=1)[CH2:25][CH2:24][CH2:23][CH2:22][CH2:21][CH2:20][CH2:19][CH2:18][CH2:17][CH2:16][CH3:15]. The catalyst class is: 3. (2) Reactant: Br[CH2:2][C:3]1[N:10]=[C:9]([Cl:11])[CH:8]=[C:7]([Cl:12])[C:4]=1[C:5]#[N:6].[C:13]([O-:16])(=[O:15])[CH3:14].[Na+]. Product: [C:13]([O:16][CH2:2][C:3]1[C:4]([C:5]#[N:6])=[C:7]([Cl:12])[CH:8]=[C:9]([Cl:11])[N:10]=1)(=[O:15])[CH3:14]. The catalyst class is: 3. (3) Reactant: [F:1][C:2]1[CH:23]=[CH:22][CH:21]=[C:20]([F:24])[C:3]=1[CH2:4][O:5][C:6]1[C:7]2[N:8]([C:13]([C:17]([OH:19])=O)=[C:14]([CH3:16])[N:15]=2)[CH:9]=[C:10]([CH3:12])[CH:11]=1.F[B-](F)(F)F.N1(O[C+](N(C)C)N(C)C)C2C=CC=CC=2N=N1.CN1CCOCC1.Cl.[NH2:55][CH:56]1[CH2:60][CH2:59][CH:58]([NH:61][C:62](=[O:68])[O:63][C:64]([CH3:67])([CH3:66])[CH3:65])[CH2:57]1. Product: [F:24][C:20]1[CH:21]=[CH:22][CH:23]=[C:2]([F:1])[C:3]=1[CH2:4][O:5][C:6]1[C:7]2[N:8]([C:13]([C:17]([NH:55][CH:56]3[CH2:60][CH2:59][CH:58]([NH:61][C:62](=[O:68])[O:63][C:64]([CH3:66])([CH3:65])[CH3:67])[CH2:57]3)=[O:19])=[C:14]([CH3:16])[N:15]=2)[CH:9]=[C:10]([CH3:12])[CH:11]=1. The catalyst class is: 18. (4) Reactant: [SH:1][CH2:2][CH2:3][C@H:4]([NH:14][C:15](=[O:24])[O:16][CH2:17][C:18]1[CH:23]=[CH:22][CH:21]=[CH:20][CH:19]=1)[C:5](=[O:13])[NH:6][CH2:7][CH2:8][CH2:9][CH2:10][CH:11]=O.C(O)(C(F)(F)F)=O. Product: [O:13]=[C:5]1[C@@H:4]([NH:14][C:15](=[O:24])[O:16][CH2:17][C:18]2[CH:23]=[CH:22][CH:21]=[CH:20][CH:19]=2)[CH2:3][CH2:2][S:1][C@H:7]2[CH2:8][CH2:9][CH2:10][CH2:11][N:6]12. The catalyst class is: 2. (5) Reactant: [Cl:1][C:2]1[N:7]=[C:6]([CH2:8][N:9]2[CH2:14][CH2:13][O:12][CH2:11][CH2:10]2)[C:5]([C:15](OC)=[O:16])=[CH:4][CH:3]=1.[H-].[H-].[H-].[H-].[Li+].[Al+3].[NH4+].[Cl-]. Product: [Cl:1][C:2]1[N:7]=[C:6]([CH2:8][N:9]2[CH2:14][CH2:13][O:12][CH2:11][CH2:10]2)[C:5]([CH2:15][OH:16])=[CH:4][CH:3]=1. The catalyst class is: 1. (6) Reactant: [C:1]([O:14][C@H:15]([CH2:64][O:65][C:66](=[O:78])[CH2:67][CH2:68][CH2:69][CH2:70][CH2:71][CH2:72][CH2:73][CH2:74][CH2:75][CH2:76][CH3:77])[CH2:16][S:17][CH2:18][C@H:19]([NH:46]C(OCC1C2C=CC=CC=2C2C1=CC=CC=2)=O)[C:20](=[O:45])[NH:21][CH2:22][CH2:23][CH2:24][CH2:25][CH2:26][NH:27]C(=O)OCC1C2C=CC=CC=2C2C1=CC=CC=2)(=[O:13])[CH2:2][CH2:3][CH2:4][CH2:5][CH2:6][CH2:7][CH2:8][CH2:9][CH2:10][CH2:11][CH3:12].N1CCCCC1. Product: [C:66]([O:65][CH2:64][C@@H:15]([O:14][C:1](=[O:13])[CH2:2][CH2:3][CH2:4][CH2:5][CH2:6][CH2:7][CH2:8][CH2:9][CH2:10][CH2:11][CH3:12])[CH2:16][S:17][CH2:18][C@H:19]([NH2:46])[C:20]([NH:21][CH2:22][CH2:23][CH2:24][CH2:25][CH2:26][NH2:27])=[O:45])(=[O:78])[CH2:67][CH2:68][CH2:69][CH2:70][CH2:71][CH2:72][CH2:73][CH2:74][CH2:75][CH2:76][CH3:77]. The catalyst class is: 10. (7) Reactant: [N+:1]([C:4]1[CH:5]=[C:6]([NH:10][CH2:11][C:12]2[CH:17]=[CH:16][CH:15]=[C:14]([O:18][C:19]([F:24])([F:23])[CH:20]([F:22])[F:21])[CH:13]=2)[CH:7]=[CH:8][CH:9]=1)([O-:3])=[O:2].[F:25][C:26]([F:31])([F:30])[CH:27]1[O:29][CH2:28]1.FC(F)(F)S([O-])(=O)=O.[Yb+3].FC(F)(F)S([O-])(=O)=O.FC(F)(F)S([O-])(=O)=O. Product: [N+:1]([C:4]1[CH:5]=[C:6]([N:10]([CH2:11][C:12]2[CH:17]=[CH:16][CH:15]=[C:14]([O:18][C:19]([F:23])([F:24])[CH:20]([F:21])[F:22])[CH:13]=2)[CH2:28][CH:27]([OH:29])[C:26]([F:31])([F:30])[F:25])[CH:7]=[CH:8][CH:9]=1)([O-:3])=[O:2]. The catalyst class is: 10. (8) Reactant: C[O:2][C:3]([C:5]1([C:17]([O:19][C:20]([CH3:23])([CH3:22])[CH3:21])=[O:18])[CH2:14][CH2:13][C:12]2[C:7](=[C:8]([O:15][CH3:16])[CH:9]=[CH:10][CH:11]=2)[CH2:6]1)=[O:4].Cl. Product: [C:20]([O:19][C:17]([C:5]1([C:3]([OH:4])=[O:2])[CH2:14][CH2:13][C:12]2[C:7](=[C:8]([O:15][CH3:16])[CH:9]=[CH:10][CH:11]=2)[CH2:6]1)=[O:18])([CH3:23])([CH3:21])[CH3:22]. The catalyst class is: 24.